This data is from Forward reaction prediction with 1.9M reactions from USPTO patents (1976-2016). The task is: Predict the product of the given reaction. (1) Given the reactants Cl.[C:2]([NH2:10])(=[NH:9])[C:3]1[CH:8]=[CH:7][CH:6]=[CH:5][CH:4]=1.[OH-].[Na+].C(O[C:16](=O)[C:17]1[CH:22]=[CH:21][CH:20]=[CH:19][CH:18]=1)C.[CH2:24]([OH:26])[CH3:25], predict the reaction product. The product is: [C:3]1([C:2]2[NH:10][C:24](=[O:26])[CH:25]=[C:16]([C:17]3[CH:18]=[CH:19][CH:20]=[CH:21][CH:22]=3)[N:9]=2)[CH:8]=[CH:7][CH:6]=[CH:5][CH:4]=1. (2) Given the reactants [CH:1]1([CH2:4][OH:5])[CH2:3][CH2:2]1.[H-].[Na+].Br[C:9]1[CH:14]=[CH:13][C:12]([Br:15])=[CH:11][N:10]=1, predict the reaction product. The product is: [Br:15][C:12]1[CH:13]=[CH:14][C:9]([O:5][CH2:4][CH:1]2[CH2:3][CH2:2]2)=[N:10][CH:11]=1.